Dataset: Forward reaction prediction with 1.9M reactions from USPTO patents (1976-2016). Task: Predict the product of the given reaction. (1) Given the reactants [CH2:1]([O:8][CH2:9][CH2:10][N:11]([CH2:21][C:22]1[CH:27]=[N:26][C:25]([C:28]([O:30][CH3:31])=[O:29])=[C:24]2[O:32]C(C)(C)[O:34][CH2:35][C:23]=12)[CH2:12][CH2:13][C:14]1[CH:19]=[CH:18][C:17]([F:20])=[CH:16][CH:15]=1)[C:2]1[CH:7]=[CH:6][CH:5]=[CH:4][CH:3]=1, predict the reaction product. The product is: [CH2:1]([O:8][CH2:9][CH2:10][N:11]([CH2:21][C:22]1[C:23]([CH2:35][OH:34])=[C:24]([OH:32])[C:25]([C:28]([O:30][CH3:31])=[O:29])=[N:26][CH:27]=1)[CH2:12][CH2:13][C:14]1[CH:15]=[CH:16][C:17]([F:20])=[CH:18][CH:19]=1)[C:2]1[CH:3]=[CH:4][CH:5]=[CH:6][CH:7]=1. (2) Given the reactants CS(O[N:6]=[C:7](Cl)[CH:8]([CH3:10])[CH3:9])(=O)=O.[N:12]1[CH:17]=CC=CC=1.Cl.Cl.[N:20]1([C:25]2[N:30]=[CH:29][C:28]([O:31][CH:32]3[CH2:36][CH2:35][N:34]([CH:37]4[CH2:42][CH2:41][NH:40][CH2:39][CH2:38]4)[C:33]3=[O:43])=[CH:27][CH:26]=2)[CH:24]=[N:23][N:22]=[N:21]1.FC1C=C([S:52](N(C)C)(=O)=O)C=CC=1F, predict the reaction product. The product is: [N:20]1([C:25]2[N:30]=[CH:29][C:28]([O:31][CH:32]3[CH2:36][CH2:35][N:34]([CH:37]4[CH2:38][CH2:39][N:40]([C:17]5[S:52][N:6]=[C:7]([CH:8]([CH3:9])[CH3:10])[N:12]=5)[CH2:41][CH2:42]4)[C:33]3=[O:43])=[CH:27][CH:26]=2)[CH:24]=[N:23][N:22]=[N:21]1. (3) Given the reactants [C:1]([O:5][C:6]([NH:8][C@@H:9]([CH2:14][CH:15]=O)[C:10]([O:12][CH3:13])=[O:11])=[O:7])([CH3:4])([CH3:3])[CH3:2].Cl[C:18]([F:23])([F:22])C([O-])=O.[Na+].C1(P(C2C=CC=CC=2)C2C=CC=CC=2)C=CC=CC=1, predict the reaction product. The product is: [C:1]([O:5][C:6]([NH:8][C@@H:9]([CH2:14][CH:15]=[C:18]([F:23])[F:22])[C:10]([O:12][CH3:13])=[O:11])=[O:7])([CH3:2])([CH3:3])[CH3:4]. (4) Given the reactants [F:1][C:2]1[CH:3]=[C:4]([CH:7]=[CH:8][CH:9]=1)[CH:5]=O.[CH3:10][C:11]([CH3:13])=[O:12].[OH-].[Na+].O, predict the reaction product. The product is: [F:1][C:2]1[CH:3]=[C:4]([CH:5]=[CH:10][C:11](=[O:12])[CH:13]=[CH:5][C:4]2[CH:7]=[CH:8][CH:9]=[C:2]([F:1])[CH:3]=2)[CH:7]=[CH:8][CH:9]=1. (5) Given the reactants [CH3:1][O:2][C:3](=[O:16])[C:4]1[CH:9]=[C:8](I)[C:7]([C:11]([F:14])([F:13])[CH3:12])=[CH:6][C:5]=1[NH2:15].[CH:17]([N:20]1[C:24]([Sn](CCCC)(CCCC)CCCC)=[CH:23][CH:22]=[N:21]1)([CH3:19])[CH3:18], predict the reaction product. The product is: [CH3:1][O:2][C:3](=[O:16])[C:4]1[CH:9]=[C:8]([C:24]2[N:20]([CH:17]([CH3:19])[CH3:18])[N:21]=[CH:22][CH:23]=2)[C:7]([C:11]([F:14])([F:13])[CH3:12])=[CH:6][C:5]=1[NH2:15].